Dataset: Forward reaction prediction with 1.9M reactions from USPTO patents (1976-2016). Task: Predict the product of the given reaction. (1) Given the reactants [Br:1][C:2]1[CH:3]=[CH:4][C:5]([F:18])=[C:6]([C:8]2([CH:15]([F:17])[F:16])[NH:13][C:12](=O)[CH2:11][O:10][CH2:9]2)[CH:7]=1.COC1C=CC(P2(SP(C3C=CC(OC)=CC=3)(=S)S2)=[S:28])=CC=1, predict the reaction product. The product is: [Br:1][C:2]1[CH:3]=[CH:4][C:5]([F:18])=[C:6]([C:8]2([CH:15]([F:17])[F:16])[NH:13][C:12](=[S:28])[CH2:11][O:10][CH2:9]2)[CH:7]=1. (2) Given the reactants [N+:1]([C:4]1[C:5]([NH:10][C:11]2[CH:20]=[C:19]3[C:14]([CH:15]=[CH:16][CH:17]=[C:18]3C3CCN(C)CC3)=[CH:13][CH:12]=2)=[N:6][CH:7]=[CH:8][CH:9]=1)([O-])=O.[CH2:28](O)[CH3:29], predict the reaction product. The product is: [NH2:1][C:4]1[C:5]([NH:10][C:11]2[CH:20]=[C:19]3[C:14]([CH:15]=[CH:16][CH:17]=[C:18]3[CH:29]3[CH2:28][CH2:9][CH2:4][CH2:5][N:6]3[CH3:7])=[CH:13][CH:12]=2)=[N:6][CH:7]=[CH:8][CH:9]=1. (3) Given the reactants C(N(C(C)C)CC)(C)C.[Cl:10][C:11]1[CH:19]=[C:18]([CH:20]([OH:30])[CH2:21][CH2:22][C:23]2[CH:28]=[CH:27][CH:26]=[C:25]([OH:29])[CH:24]=2)[CH:17]=[CH:16][C:12]=1[C:13]([OH:15])=O.[CH3:31][O:32][C:33](=[O:42])[CH:34]([P:36]([O:40][CH3:41])([O:38][CH3:39])=[O:37])[NH2:35].COC(=O)C(P(OC)(OC)=O)NC(OCC1C=CC=CC=1)=O.F[P-](F)(F)(F)(F)F.N1(OC(N(C)C)=[N+](C)C)C2C=CC=CC=2N=N1.ON1C2C=CC=CC=2N=N1, predict the reaction product. The product is: [CH3:31][O:32][C:33](=[O:42])[CH:34]([P:36]([O:38][CH3:39])([O:40][CH3:41])=[O:37])[NH:35][C:13](=[O:15])[C:12]1[CH:16]=[CH:17][C:18]([CH:20]([OH:30])[CH2:21][CH2:22][C:23]2[CH:28]=[CH:27][CH:26]=[C:25]([OH:29])[CH:24]=2)=[CH:19][C:11]=1[Cl:10]. (4) Given the reactants [NH2:1][C:2]1[C:3]([CH3:13])=[C:4]([CH:9]=[C:10]([Cl:12])[CH:11]=1)[C:5]([O:7][CH3:8])=[O:6].O=[CH:15][CH2:16][NH:17][C:18](=[O:24])[O:19][C:20]([CH3:23])([CH3:22])[CH3:21].C(O)(=O)C.C([BH3-])#N.[Na+], predict the reaction product. The product is: [C:20]([O:19][C:18]([NH:17][CH2:16][CH2:15][NH:1][C:2]1[C:3]([CH3:13])=[C:4]([CH:9]=[C:10]([Cl:12])[CH:11]=1)[C:5]([O:7][CH3:8])=[O:6])=[O:24])([CH3:23])([CH3:22])[CH3:21]. (5) Given the reactants [F:1][C:2]([F:14])([F:13])[C:3]1[CH:4]=[C:5]([CH2:9][C:10]([OH:12])=O)[CH:6]=[CH:7][CH:8]=1.C(Cl)(=O)C(Cl)=O.[NH2:21][C:22](=[N:28]O)[C:23]([O:25][CH2:26][CH3:27])=[O:24].C(N(CC)C(C)C)(C)C, predict the reaction product. The product is: [F:13][C:2]([F:1])([F:14])[C:3]1[CH:4]=[C:5]([CH:6]=[CH:7][CH:8]=1)[CH2:9][C:10]1[O:12][N:28]=[C:22]([C:23]([O:25][CH2:26][CH3:27])=[O:24])[N:21]=1. (6) Given the reactants [CH3:1][Si:2]([CH3:32])([CH3:31])[CH2:3][CH2:4][O:5][CH2:6][N:7]1[C:11]2[CH:12]=[CH:13][CH:14]=[CH:15][C:10]=2[N:9]=[C:8]1[O:16][C:17]1[CH:22]=[CH:21][C:20]([NH:23]C(=O)OC(C)(C)C)=[CH:19][CH:18]=1.Cl.CCOC(C)=O, predict the reaction product. The product is: [CH3:1][Si:2]([CH3:32])([CH3:31])[CH2:3][CH2:4][O:5][CH2:6][N:7]1[C:11]2[CH:12]=[CH:13][CH:14]=[CH:15][C:10]=2[N:9]=[C:8]1[O:16][C:17]1[CH:18]=[CH:19][C:20]([NH2:23])=[CH:21][CH:22]=1. (7) Given the reactants [F:1][C:2]([F:33])([F:32])[C:3]1[CH:4]=[C:5]([C@H:13]2[O:17][C:16](=[O:18])[N:15]([CH2:19][C:20]3[CH:25]=[C:24]([C:26]([F:29])([F:28])[F:27])[CH:23]=[CH:22][C:21]=3I)[C@H:14]2[CH3:31])[CH:6]=[C:7]([C:9]([F:12])([F:11])[F:10])[CH:8]=1.[CH3:34][O:35][C:36]1[CH:41]=[CH:40][C:39]([Br:42])=[CH:38][C:37]=1B(O)O.C(=O)([O-])[O-].[Na+].[Na+].O, predict the reaction product. The product is: [F:1][C:2]([F:33])([F:32])[C:3]1[CH:4]=[C:5]([C@H:13]2[O:17][C:16](=[O:18])[N:15]([CH2:19][C:20]3[CH:25]=[C:24]([C:26]([F:29])([F:28])[F:27])[CH:23]=[CH:22][C:21]=3[C:41]3[CH:40]=[C:39]([Br:42])[CH:38]=[CH:37][C:36]=3[O:35][CH3:34])[C@H:14]2[CH3:31])[CH:6]=[C:7]([C:9]([F:12])([F:11])[F:10])[CH:8]=1.